From a dataset of Peptide-MHC class II binding affinity with 134,281 pairs from IEDB. Regression. Given a peptide amino acid sequence and an MHC pseudo amino acid sequence, predict their binding affinity value. This is MHC class II binding data. (1) The peptide sequence is FSGVAATESAYLAYR. The MHC is DRB1_1302 with pseudo-sequence DRB1_1302. The binding affinity (normalized) is 0.366. (2) The peptide sequence is RMFSSTLRAAVPWYA. The MHC is HLA-DPA10301-DPB10402 with pseudo-sequence HLA-DPA10301-DPB10402. The binding affinity (normalized) is 0.510. (3) The peptide sequence is DFDIEPARFNQNQLI. The MHC is DRB1_0101 with pseudo-sequence DRB1_0101. The binding affinity (normalized) is 0.408. (4) The peptide sequence is GCSSALGSGPYGALG. The MHC is DRB4_0103 with pseudo-sequence DRB4_0103. The binding affinity (normalized) is 0.237. (5) The peptide sequence is AFKVAATAYNAAPAN. The MHC is DRB1_1001 with pseudo-sequence DRB1_1001. The binding affinity (normalized) is 0.852.